Dataset: Forward reaction prediction with 1.9M reactions from USPTO patents (1976-2016). Task: Predict the product of the given reaction. (1) Given the reactants Cl[C:2]1[CH:3]=[C:4](Cl)[C:5]2[N:6]([C:8]([C:11]([NH:13][C:14]3[CH:19]=[CH:18][N:17]=[C:16]([F:20])[CH:15]=3)=[O:12])=[CH:9][N:10]=2)[N:7]=1.BrC1C2N(C(C(NC3C=CN=C(F)C=3)=O)=CN=2)N=C(Cl)C=1.CCN(C(C)C)C(C)C.[CH:52]1([NH2:55])[CH2:54][CH2:53]1.[NH2:56][C@H:57]1[CH2:62][CH2:61][C@H:60]([OH:63])[CH2:59][CH2:58]1, predict the reaction product. The product is: [CH:52]1([NH:55][C:4]2[C:5]3[N:6]([C:8]([C:11]([NH:13][C:14]4[CH:19]=[CH:18][N:17]=[C:16]([F:20])[CH:15]=4)=[O:12])=[CH:9][N:10]=3)[N:7]=[C:2]([NH:56][C@H:57]3[CH2:62][CH2:61][C@H:60]([OH:63])[CH2:59][CH2:58]3)[CH:3]=2)[CH2:54][CH2:53]1. (2) Given the reactants [CH:1]1([CH2:7][CH2:8][CH2:9][N:10]2[CH2:14][CH2:13][C@@H:12]([NH:15][C:16]3[N:17]=[CH:18][C:19](/[CH:22]=[CH:23]/[C:24]([NH:26][O:27]C4CCCCO4)=[O:25])=[N:20][CH:21]=3)[CH2:11]2)[CH2:6][CH2:5][CH2:4][CH2:3][CH2:2]1.[ClH:34], predict the reaction product. The product is: [ClH:34].[ClH:34].[CH:1]1([CH2:7][CH2:8][CH2:9][N:10]2[CH2:14][CH2:13][C@@H:12]([NH:15][C:16]3[N:17]=[CH:18][C:19](/[CH:22]=[CH:23]/[C:24]([NH:26][OH:27])=[O:25])=[N:20][CH:21]=3)[CH2:11]2)[CH2:6][CH2:5][CH2:4][CH2:3][CH2:2]1. (3) Given the reactants [OH:1][C:2]1[C:3]([CH3:18])=[C:4]2[C:9](=[C:10]([CH3:13])[C:11]=1[CH3:12])[O:8][C:7]([CH3:17])([C:14](O)=[O:15])[CH2:6][CH2:5]2.C(N1C=CN=C1)([N:21]1C=CN=C1)=O, predict the reaction product. The product is: [OH:1][C:2]1[C:3]([CH3:18])=[C:4]2[C:9](=[C:10]([CH3:13])[C:11]=1[CH3:12])[O:8][C:7]([CH3:17])([C:14]([NH2:21])=[O:15])[CH2:6][CH2:5]2. (4) Given the reactants [Cl:1][C:2]1[C:10]([CH3:11])=[N:9][C:8]2[N:4]([N:5]=[C:6]3[CH2:14][N:13]([C:15]([C:17]4[CH:27]=[CH:26][C:25]([F:28])=[CH:24][C:18]=4[O:19][CH2:20][C:21](=O)[CH3:22])=[O:16])[CH2:12][C:7]3=2)[C:3]=1[CH3:29].[CH3:30][NH:31][CH3:32].C(O[BH-](OC(=O)C)OC(=O)C)(=O)C.[Na+].C(O[BH-](OC(=O)C)OC(=O)C)(=O)C, predict the reaction product. The product is: [Cl:1][C:2]1[C:10]([CH3:11])=[N:9][C:8]2[N:4]([N:5]=[C:6]3[CH2:14][N:13]([C:15]([C:17]4[CH:27]=[CH:26][C:25]([F:28])=[CH:24][C:18]=4[O:19][CH2:20][CH:21]([N:31]([CH3:32])[CH3:30])[CH3:22])=[O:16])[CH2:12][C:7]3=2)[C:3]=1[CH3:29].